Task: Binary Classification. Given a drug SMILES string, predict its activity (active/inactive) in a high-throughput screening assay against a specified biological target.. Dataset: HIV replication inhibition screening data with 41,000+ compounds from the AIDS Antiviral Screen (1) The compound is O=C(c1ccc(Cl)cc1)c1ccc(OCC(=O)N2CCN(c3ccccc3)CC2)cc1. The result is 0 (inactive). (2) The compound is CCC12C=CCN3CCC4(c5ccc(OC)cc5N(C)C4C(O)(C(=O)OC)C1OC(C)=O)C32. The result is 0 (inactive). (3) The molecule is CC(C)(C)c1cc(C(c2ccccc2)c2ccccc2)cc(C(C)(C)C)c1O. The result is 0 (inactive). (4) The compound is OC(c1ccccn1)C1CNc2ccccc21. The result is 0 (inactive). (5) The drug is Cc1cc(NS(=O)(=O)c2ccc(NO)cc2)no1. The result is 0 (inactive). (6) The drug is COc1cc2c(oc(=O)c3c4oc([Si](C)(C)C)cc4cc(OC)c23)c2cccc(OCc3ccccc3)c12. The result is 0 (inactive). (7) The molecule is CN(C)C(=S)OC(Cn1cncn1)c1ccc(Cl)cc1Cl. The result is 0 (inactive).